Dataset: Forward reaction prediction with 1.9M reactions from USPTO patents (1976-2016). Task: Predict the product of the given reaction. (1) Given the reactants [N+:1]([C:4]1[CH:9]=[CH:8][C:7]([C:10]([F:13])([F:12])[F:11])=[CH:6][C:5]=1[OH:14])([O-:3])=[O:2].[CH2:15](Br)[C:16]1[CH:21]=[CH:20][CH:19]=[CH:18][CH:17]=1.C(=O)([O-])[O-].[K+].[K+], predict the reaction product. The product is: [CH2:15]([O:14][C:5]1[CH:6]=[C:7]([C:10]([F:11])([F:12])[F:13])[CH:8]=[CH:9][C:4]=1[N+:1]([O-:3])=[O:2])[C:16]1[CH:21]=[CH:20][CH:19]=[CH:18][CH:17]=1. (2) Given the reactants Cl.[NH2:2][CH2:3][C:4](=[O:17])[CH2:5][CH2:6][C:7]([O:9][CH2:10][C:11]1[CH:16]=[CH:15][CH:14]=[CH:13][CH:12]=1)=[O:8].C1(C)C=CC([S:24]([OH:27])(=[O:26])=[O:25])=CC=1, predict the reaction product. The product is: [C:11]1([CH3:10])[C:16]([S:24]([OH:27])(=[O:26])=[O:25])=[CH:15][CH:14]=[CH:13][CH:12]=1.[NH2:2][CH2:3][C:4](=[O:17])[CH2:5][CH2:6][C:7]([O:9][CH2:10][C:11]1[CH:12]=[CH:13][CH:14]=[CH:15][CH:16]=1)=[O:8]. (3) Given the reactants [CH3:1][C:2]([CH3:18])([CH3:17])[C:3]([NH:5][C:6]1[NH:7][C:8](=O)[C:9]2[NH:14][C:13]([CH3:15])=[CH:12][C:10]=2[N:11]=1)=[O:4].[OH-].[NH4+].P(Cl)(Cl)([Cl:23])=O, predict the reaction product. The product is: [Cl:23][C:8]1[C:9]2[NH:14][C:13]([CH3:15])=[CH:12][C:10]=2[N:11]=[C:6]([NH:5][C:3](=[O:4])[C:2]([CH3:18])([CH3:17])[CH3:1])[N:7]=1. (4) The product is: [F:30][C:27]([F:28])([F:29])[C:24]1[CH:25]=[CH:26][C:20]2[N:19]=[C:18]([N:12]3[CH2:11][CH2:10][N:9]([C:4]4[C:3]([C:2]([F:1])([F:15])[F:16])=[CH:8][CH:7]=[CH:6][N:5]=4)[CH2:14][CH2:13]3)[NH:22][C:21]=2[CH:23]=1. Given the reactants [F:1][C:2]([F:16])([F:15])[C:3]1[C:4]([N:9]2[CH2:14][CH2:13][NH:12][CH2:11][CH2:10]2)=[N:5][CH:6]=[CH:7][CH:8]=1.Cl[C:18]1[NH:22][C:21]2[CH:23]=[C:24]([C:27]([F:30])([F:29])[F:28])[CH:25]=[CH:26][C:20]=2[N:19]=1, predict the reaction product. (5) The product is: [F:9][CH:6]1[CH2:5][N:4]([C:10]([C:12]2[N:13]=[C:14]([CH3:23])[S:15][C:16]=2[C:17]2[CH:22]=[CH:21][CH:20]=[CH:19][CH:18]=2)=[O:11])[CH:3]([CH2:2][NH:1][C:33]([C:32]2[CH:31]=[CH:30][CH:29]=[C:28]3[O:24][CH:25]=[CH:26][C:27]=23)=[O:34])[CH2:8][CH2:7]1. Given the reactants [NH2:1][CH2:2][CH:3]1[CH2:8][CH2:7][CH:6]([F:9])[CH2:5][N:4]1[C:10]([C:12]1[N:13]=[C:14]([CH3:23])[S:15][C:16]=1[C:17]1[CH:22]=[CH:21][CH:20]=[CH:19][CH:18]=1)=[O:11].[O:24]1[C:28]2=[CH:29][CH:30]=[CH:31][C:32]([C:33](O)=[O:34])=[C:27]2[CH:26]=[CH:25]1, predict the reaction product. (6) Given the reactants [Cl:1][C:2]1[C:7]([CH2:8][CH2:9][CH:10]=O)=[CH:6][N:5]=[C:4]2[N:12]([S:15]([C:18]3[CH:24]=[CH:23][C:21]([CH3:22])=[CH:20][CH:19]=3)(=[O:17])=[O:16])[CH:13]=[CH:14][C:3]=12.[CH2:25]([C@H:27]1[C@@H:31]([N:32]=C=O)[CH2:30][C@@H:29]([NH:35][S:36]([CH:39]2[CH2:41][CH2:40]2)(=[O:38])=[O:37])[CH2:28]1)[CH3:26].C(O)(=O)C.C(O[BH-](OC(=O)C)OC(=O)C)(=O)C.[Na+].C([O-])(O)=O.[Na+], predict the reaction product. The product is: [Cl:1][C:2]1[C:7]([CH2:8][CH2:9][CH2:10][NH:32][C@@H:31]2[C@H:27]([CH2:25][CH3:26])[CH2:28][C@H:29]([NH:35][S:36]([CH:39]3[CH2:41][CH2:40]3)(=[O:38])=[O:37])[CH2:30]2)=[CH:6][N:5]=[C:4]2[N:12]([S:15]([C:18]3[CH:24]=[CH:23][C:21]([CH3:22])=[CH:20][CH:19]=3)(=[O:17])=[O:16])[CH:13]=[CH:14][C:3]=12.